Dataset: Forward reaction prediction with 1.9M reactions from USPTO patents (1976-2016). Task: Predict the product of the given reaction. Given the reactants [F:1][C:2]1[CH:3]=[C:4]2[C:9](=[CH:10][C:11]=1[F:12])[NH:8][CH:7]=[C:6]([C:13]#[N:14])[C:5]2=[O:15].[F:16][C:17]1[CH:24]=[CH:23][CH:22]=[C:21]([F:25])[C:18]=1[CH2:19]Cl, predict the reaction product. The product is: [F:16][C:17]1[CH:24]=[CH:23][CH:22]=[C:21]([F:25])[C:18]=1[CH2:19][N:8]1[C:9]2[C:4](=[CH:3][C:2]([F:1])=[C:11]([F:12])[CH:10]=2)[C:5](=[O:15])[C:6]([C:13]#[N:14])=[CH:7]1.